Dataset: Catalyst prediction with 721,799 reactions and 888 catalyst types from USPTO. Task: Predict which catalyst facilitates the given reaction. (1) Reactant: Cl[C:2]1[CH:7]=[C:6]([C:8]2[CH:13]=[CH:12][CH:11]=[CH:10][CH:9]=2)[N:5]=[CH:4][N:3]=1.[CH3:14][C:15]1[CH:20]=[CH:19][CH:18]=[C:17]([CH3:21])[C:16]=1B(O)O.C(=O)([O-])[O-].[Na+].[Na+].CN(C)C=O. The catalyst class is: 6. Product: [C:8]1([C:6]2[CH:7]=[C:2]([C:16]3[C:15]([CH3:14])=[CH:20][CH:19]=[CH:18][C:17]=3[CH3:21])[N:3]=[CH:4][N:5]=2)[CH:9]=[CH:10][CH:11]=[CH:12][CH:13]=1. (2) Reactant: [CH2:1]([N:4]([S:27]([CH2:30][C:31]1[CH:36]=[CH:35][CH:34]=[CH:33][CH:32]=1)(=[O:29])=[O:28])[C:5]([CH:7]1[CH2:12][CH2:11][N:10]([C:13]2[NH:18][C:17](=[O:19])[C:16]([C:20]([O:22][CH2:23][CH3:24])=[O:21])=[CH:15][C:14]=2[C:25]#[N:26])[CH2:9][CH2:8]1)=[O:6])[CH:2]=[CH2:3].[C:37](OC(=O)C)(=[O:39])[CH3:38]. Product: [C:37]([O:19][C:17]1[N:18]=[C:13]([N:10]2[CH2:11][CH2:12][CH:7]([C:5](=[O:6])[N:4]([CH2:1][CH:2]=[CH2:3])[S:27]([CH2:30][C:31]3[CH:32]=[CH:33][CH:34]=[CH:35][CH:36]=3)(=[O:29])=[O:28])[CH2:8][CH2:9]2)[C:14]([C:25]#[N:26])=[CH:15][C:16]=1[C:20]([O:22][CH2:23][CH3:24])=[O:21])(=[O:39])[CH3:38]. The catalyst class is: 17. (3) Reactant: [CH2:1]([C@H:8]1[CH2:13][N:12]([C:14]2[CH:19]=[CH:18][C:17]([O:20][CH3:21])=[C:16]([O:22][CH:23]3[CH2:27][CH2:26][CH2:25][CH2:24]3)[CH:15]=2)[CH2:11][CH2:10][N:9]1[CH2:28][C:29]1[N:30]=[CH:31][N:32](C(C2C=CC=CC=2)(C2C=CC=CC=2)C2C=CC=CC=2)[CH:33]=1)[C:2]1[CH:7]=[CH:6][CH:5]=[CH:4][CH:3]=1.C([SiH](CC)CC)C.FC(F)(F)C(O)=O. Product: [CH2:1]([C@H:8]1[CH2:13][N:12]([C:14]2[CH:19]=[CH:18][C:17]([O:20][CH3:21])=[C:16]([O:22][CH:23]3[CH2:24][CH2:25][CH2:26][CH2:27]3)[CH:15]=2)[CH2:11][CH2:10][N:9]1[CH2:28][C:29]1[NH:30][CH:31]=[N:32][CH:33]=1)[C:2]1[CH:3]=[CH:4][CH:5]=[CH:6][CH:7]=1. The catalyst class is: 2. (4) Reactant: [C:1]12([C:11]3[CH:16]=[C:15]([N+:17]([O-])=O)[C:14]([OH:20])=[C:13]([Br:21])[CH:12]=3)[CH2:10][CH:5]3[CH2:6][CH:7]([CH2:9][CH:3]([CH2:4]3)[CH2:2]1)[CH2:8]2. Product: [C:1]12([C:11]3[CH:12]=[C:13]([Br:21])[C:14]([OH:20])=[C:15]([NH2:17])[CH:16]=3)[CH2:2][CH:3]3[CH2:9][CH:7]([CH2:6][CH:5]([CH2:4]3)[CH2:10]1)[CH2:8]2. The catalyst class is: 8. (5) Reactant: [C:1]([C:3]1[CH:4]=[C:5]([CH:15]=[C:16]([N+:18]([O-])=O)[CH:17]=1)[O:6][CH2:7][CH2:8][N:9]1[CH2:14][CH2:13][O:12][CH2:11][CH2:10]1)#[CH:2].[NH4+].[Cl-].O. Product: [C:1]([C:3]1[CH:17]=[C:16]([CH:15]=[C:5]([O:6][CH2:7][CH2:8][N:9]2[CH2:10][CH2:11][O:12][CH2:13][CH2:14]2)[CH:4]=1)[NH2:18])#[CH:2]. The catalyst class is: 186. (6) Reactant: [CH2:1]([N:4]1[CH2:9][CH2:8][O:7][CH:6]([C:10]2[CH:15]=[CH:14][C:13]([OH:16])=[CH:12][CH:11]=2)[CH2:5]1)[CH2:2][CH3:3].[NH4+].[OH-].[N+:19]([O-])([OH:21])=[O:20].O. Product: [N+:19]([C:12]1[CH:11]=[C:10]([CH:6]2[O:7][CH2:8][CH2:9][N:4]([CH2:1][CH2:2][CH3:3])[CH2:5]2)[CH:15]=[CH:14][C:13]=1[OH:16])([O-:21])=[O:20]. The catalyst class is: 6.